Task: Predict which catalyst facilitates the given reaction.. Dataset: Catalyst prediction with 721,799 reactions and 888 catalyst types from USPTO (1) Reactant: [CH:1]1([NH:4][C:5]([NH:7][C:8]2[CH:13]=[CH:12][C:11]([C:14]3[C:15]4[CH2:29][NH:28][CH2:27][C:16]=4[N:17]=[C:18]([N:20]4[CH2:25][CH2:24][O:23][CH2:22][C@@H:21]4[CH3:26])[N:19]=3)=[CH:10][CH:9]=2)=[O:6])[CH2:3][CH2:2]1.C=O.[CH3:32]CN(CC)CC. Product: [CH:1]1([NH:4][C:5]([NH:7][C:8]2[CH:13]=[CH:12][C:11]([C:14]3[C:15]4[CH2:29][N:28]([CH3:32])[CH2:27][C:16]=4[N:17]=[C:18]([N:20]4[CH2:25][CH2:24][O:23][CH2:22][C@@H:21]4[CH3:26])[N:19]=3)=[CH:10][CH:9]=2)=[O:6])[CH2:3][CH2:2]1. The catalyst class is: 26. (2) Product: [Br:18][C:19]1[C:20]([N:5]2[CH2:6][CH2:7][C:2]([CH3:8])([CH3:1])[CH2:3][CH2:4]2)=[C:21]([C:27](=[O:33])[C:28]([O:30][CH2:31][CH3:32])=[O:29])[C:22]([CH3:26])=[N:23][C:24]=1[CH3:25]. The catalyst class is: 23. Reactant: [CH3:1][C:2]1([CH3:8])[CH2:7][CH2:6][NH:5][CH2:4][CH2:3]1.CCN(C(C)C)C(C)C.[Br:18][C:19]1[C:20](Cl)=[C:21]([C:27](=[O:33])[C:28]([O:30][CH2:31][CH3:32])=[O:29])[C:22]([CH3:26])=[N:23][C:24]=1[CH3:25].